Predict the reactants needed to synthesize the given product. From a dataset of Retrosynthesis with 50K atom-mapped reactions and 10 reaction types from USPTO. (1) Given the product C[C@H]1CN(Cc2ccccc2)C(=O)[C@H](C)N1c1nc2c(C(=O)N[C@@H]3CN4CCC3CC4)cccc2o1, predict the reactants needed to synthesize it. The reactants are: C[C@H]1CN(Cc2ccccc2)C(=O)[C@H](C)N1c1nc2c(C(=O)O)cccc2o1.N[C@@H]1CN2CCC1CC2. (2) Given the product CCN(C(=O)CCCC1CCN(C(=O)OC(C)(C)C)CC1)c1ccc(Cl)c(Cl)c1, predict the reactants needed to synthesize it. The reactants are: CC(C)(C)OC(=O)N1CCC(CCCC(=O)Nc2ccc(Cl)c(Cl)c2)CC1.CCI. (3) Given the product COc1ccc(-c2nc3cccnc3[nH]2)cc1N, predict the reactants needed to synthesize it. The reactants are: COc1ccc(-c2nc3cccnc3[nH]2)cc1[N+](=O)[O-]. (4) Given the product C[C@H]1CN(c2cc3c(cc2-c2ccccc2F)OCC2=NNC(=O)[C@@H](C)N23)[C@H](C)CN1, predict the reactants needed to synthesize it. The reactants are: C[C@H]1CN(c2cc3c(cc2-c2ccccc2F)OCC2=NNC(=O)[C@@H](C)N23)[C@H](C)CN1C(=O)OC(C)(C)C. (5) Given the product CCCCCCCCCCCCOC[C@H](CSC[C@H](NC(=O)OCC1c2ccccc2-c2ccccc21)C(=O)OC(C)(C)C)OC(=O)CCCCCCCCCCC, predict the reactants needed to synthesize it. The reactants are: CCCCCCCCCCCC(=O)Cl.CCCCCCCCCCCCOC[C@@H](O)CSC[C@H](NC(=O)OCC1c2ccccc2-c2ccccc21)C(=O)OC(C)(C)C. (6) Given the product Cc1cc(SCc2sc(-c3ccc(C(F)(F)F)cc3F)nc2C)ccc1O, predict the reactants needed to synthesize it. The reactants are: Cc1cc(SCc2sc(-c3ccc(C(F)(F)F)cc3F)nc2C)ccc1O[Si](C)(C)C(C)(C)C. (7) Given the product O=C(CC12CC3CC(CC(C3)C1)C2)Nc1cccc2[nH]ccc12, predict the reactants needed to synthesize it. The reactants are: Nc1cccc2[nH]ccc12.O=C(Cl)CC12CC3CC(CC(C3)C1)C2. (8) Given the product CC(=O)NCC1CN(c2ccc(-c3ccc(COS(C)(=O)=O)cc3)c(F)c2)C(=O)O1, predict the reactants needed to synthesize it. The reactants are: CC(=O)NCC1CN(c2ccc(-c3ccc(CO)cc3)c(F)c2)C(=O)O1.CS(=O)(=O)Cl. (9) The reactants are: Brc1cc2c(I)nn(C3CCCCO3)c2cn1.CC(=O)N1CCNC1=O. Given the product CC(=O)N1CCN(c2nn(C3CCCCO3)c3cnc(Br)cc23)C1=O, predict the reactants needed to synthesize it.